From a dataset of Catalyst prediction with 721,799 reactions and 888 catalyst types from USPTO. Predict which catalyst facilitates the given reaction. (1) Reactant: [F:1][C:2]([F:40])([F:39])[C:3]1[CH:38]=[CH:37][C:6]([CH2:7][O:8][C:9]2[CH:14]=[CH:13][C:12]([C:15]3[NH:36][C:18]4=[N:19][CH:20]=[C:21]([CH:23]5[CH2:28][CH2:27][N:26](C(OC(C)(C)C)=O)[CH2:25][CH2:24]5)[CH:22]=[C:17]4[N:16]=3)=[CH:11][CH:10]=2)=[CH:5][CH:4]=1.C(O)(C(F)(F)F)=O.[OH-].[Na+].O. Product: [NH:26]1[CH2:25][CH2:24][CH:23]([C:21]2[CH:22]=[C:17]3[N:16]=[C:15]([C:12]4[CH:11]=[CH:10][C:9]([O:8][CH2:7][C:6]5[CH:5]=[CH:4][C:3]([C:2]([F:40])([F:1])[F:39])=[CH:38][CH:37]=5)=[CH:14][CH:13]=4)[NH:36][C:18]3=[N:19][CH:20]=2)[CH2:28][CH2:27]1. The catalyst class is: 2. (2) The catalyst class is: 143. Product: [CH3:1][O:2][C:3]([CH:5]1[CH2:10][CH2:9][CH2:8][C:7](=[O:11])[N:6]1[C:24]([O:23][C:19]([CH3:22])([CH3:21])[CH3:20])=[O:25])=[O:4]. Reactant: [CH3:1][O:2][C:3]([CH:5]1[CH2:10][CH2:9][CH2:8][C:7](=[O:11])[NH:6]1)=[O:4].C(N(CC)CC)C.[C:19]([O:23][C:24](O[C:24]([O:23][C:19]([CH3:22])([CH3:21])[CH3:20])=[O:25])=[O:25])([CH3:22])([CH3:21])[CH3:20]. (3) Reactant: [H-].[Na+].[C:3]([O:7][C:8]([N:10]1[CH2:14][CH2:13][CH:12]([OH:15])[CH2:11]1)=[O:9])([CH3:6])([CH3:5])[CH3:4].Cl[C:17]1[C:22]([NH2:23])=[CH:21][N:20]=[CH:19][N:18]=1. Product: [NH2:23][C:22]1[C:17]([O:15][CH:12]2[CH2:13][CH2:14][N:10]([C:8]([O:7][C:3]([CH3:6])([CH3:4])[CH3:5])=[O:9])[CH2:11]2)=[N:18][CH:19]=[N:20][CH:21]=1. The catalyst class is: 7. (4) The catalyst class is: 15. Reactant: [NH2:1][C:2]1[CH:7]=[CH:6][C:5]([Cl:8])=[CH:4][C:3]=1[CH:9]([C:11]1[CH:16]=[CH:15][CH:14]=[C:13]([CH2:17][CH3:18])[C:12]=1[O:19][CH3:20])[OH:10].[CH3:21][O:22][C:23]1[CH:30]=[C:29]([O:31][CH3:32])[CH:28]=[CH:27][C:24]=1[CH:25]=O.[BH4-].[Na+]. Product: [Cl:8][C:5]1[CH:6]=[CH:7][C:2]([NH:1][CH2:25][C:24]2[CH:27]=[CH:28][C:29]([O:31][CH3:32])=[CH:30][C:23]=2[O:22][CH3:21])=[C:3]([CH:9]([C:11]2[CH:16]=[CH:15][CH:14]=[C:13]([CH2:17][CH3:18])[C:12]=2[O:19][CH3:20])[OH:10])[CH:4]=1. (5) Reactant: [C:1]([C:3]1[CH:8]=[CH:7][C:6]([C:9]2[N:10]=[C:11]([NH:14][C:15]([CH3:23])([CH3:22])[CH2:16][CH2:17][C:18](OC)=[O:19])[S:12][CH:13]=2)=[CH:5][CH:4]=1)#[N:2].C[Si]([N-][Si](C)(C)C)(C)C.[Na+]. Product: [CH3:22][C:15]1([CH3:23])[CH2:16][CH2:17][C:18](=[O:19])[N:14]1[C:11]1[S:12][CH:13]=[C:9]([C:6]2[CH:7]=[CH:8][C:3]([C:1]#[N:2])=[CH:4][CH:5]=2)[N:10]=1. The catalyst class is: 7.